This data is from TCR-epitope binding with 47,182 pairs between 192 epitopes and 23,139 TCRs. The task is: Binary Classification. Given a T-cell receptor sequence (or CDR3 region) and an epitope sequence, predict whether binding occurs between them. (1) Result: 1 (the TCR binds to the epitope). The TCR CDR3 sequence is CASSMGGTGELFF. The epitope is FLPRVFSAV. (2) The epitope is CINGVCWTV. The TCR CDR3 sequence is CASGRTGPPNLWQFF. Result: 0 (the TCR does not bind to the epitope).